Dataset: Forward reaction prediction with 1.9M reactions from USPTO patents (1976-2016). Task: Predict the product of the given reaction. (1) Given the reactants CS(C)=O.C(Cl)(=O)C(Cl)=O.[CH2:11]([O:18][CH2:19][C@H:20]([CH:33]([CH3:35])[CH3:34])[CH2:21][C@H:22]([NH:25][C:26](=[O:32])[O:27][C:28]([CH3:31])([CH3:30])[CH3:29])[CH2:23][OH:24])[C:12]1[CH:17]=[CH:16][CH:15]=[CH:14][CH:13]=1.C(N(CC)CC)C, predict the reaction product. The product is: [CH2:11]([O:18][CH2:19][C@H:20]([CH:33]([CH3:35])[CH3:34])[CH2:21][C@H:22]([NH:25][C:26](=[O:32])[O:27][C:28]([CH3:29])([CH3:30])[CH3:31])[CH:23]=[O:24])[C:12]1[CH:13]=[CH:14][CH:15]=[CH:16][CH:17]=1. (2) Given the reactants C(OC([N:8]1[CH2:13][CH2:12][N:11]([C:14]2[CH:15]=[N:16][C:17]([NH:20][C:21]3[N:22]=[CH:23][C:24]4[CH:30]=[C:29]([CH2:31][CH2:32][O:33][CH2:34][CH3:35])[C:28](=[O:36])[N:27]([CH:37]5[CH2:41][CH2:40][CH2:39][CH2:38]5)[C:25]=4[N:26]=3)=[CH:18][CH:19]=2)[CH2:10][CH2:9]1)=O)(C)(C)C.[ClH:42], predict the reaction product. The product is: [ClH:42].[CH:37]1([N:27]2[C:25]3[N:26]=[C:21]([NH:20][C:17]4[CH:18]=[CH:19][C:14]([N:11]5[CH2:10][CH2:9][NH:8][CH2:13][CH2:12]5)=[CH:15][N:16]=4)[N:22]=[CH:23][C:24]=3[CH:30]=[C:29]([CH2:31][CH2:32][O:33][CH2:34][CH3:35])[C:28]2=[O:36])[CH2:38][CH2:39][CH2:40][CH2:41]1. (3) The product is: [C:16](=[O:27])([O:17][C:18]1[CH:19]=[CH:20][C:21]([N+:24]([O-:26])=[O:25])=[CH:22][CH:23]=1)[O:1][CH2:2][C:3]1[O:4][C:5](=[O:9])[O:6][C:7]=1[CH3:8]. Given the reactants [OH:1][CH2:2][C:3]1[O:4][C:5](=[O:9])[O:6][C:7]=1[CH3:8].N1C=CC=CC=1.[C:16](Cl)(=[O:27])[O:17][C:18]1[CH:23]=[CH:22][C:21]([N+:24]([O-:26])=[O:25])=[CH:20][CH:19]=1.C(=O)(O)[O-].[Na+], predict the reaction product. (4) Given the reactants [CH2:1]([C:5]1[N:9]=[C:8]([C:10]([O:12]CC)=O)[O:7][N:6]=1)[CH2:2][CH2:3][CH3:4].Cl.[O:16]1[CH2:20][CH2:19][CH:18]([CH2:21][NH2:22])[CH2:17]1.C(N(C(C)C)CC)(C)C, predict the reaction product. The product is: [O:16]1[CH2:20][CH2:19][CH:18]([CH2:21][NH:22][C:10]([C:8]2[O:7][N:6]=[C:5]([CH2:1][CH2:2][CH2:3][CH3:4])[N:9]=2)=[O:12])[CH2:17]1. (5) Given the reactants [Cl:1][C:2]1[CH:7]=[CH:6][C:5]([S:8][C:9]2[CH:10]=[N:11][N:12](C3CCCCO3)[C:13]=2[C:14]2[CH:15]=[C:16]3[C:21](=[CH:22][CH:23]=2)[C:20](=[O:24])[NH:19][CH2:18][CH2:17]3)=[CH:4][CH:3]=1.Cl, predict the reaction product. The product is: [Cl:1][C:2]1[CH:7]=[CH:6][C:5]([S:8][C:9]2[C:13]([C:14]3[CH:15]=[C:16]4[C:21](=[CH:22][CH:23]=3)[C:20](=[O:24])[NH:19][CH2:18][CH2:17]4)=[N:12][NH:11][CH:10]=2)=[CH:4][CH:3]=1. (6) Given the reactants [Cl:1][C:2]1[CH:7]=[CH:6][C:5]([C:8]2[N:13]=[C:12]([C:14]([OH:16])=O)[CH:11]=[CH:10][CH:9]=2)=[CH:4][CH:3]=1.[CH3:17][C:18]([CH3:26])([C:20]1[N:24]=[C:23]([CH3:25])[O:22][N:21]=1)[NH2:19], predict the reaction product. The product is: [CH3:17][C:18]([NH:19][C:14]([C:12]1[CH:11]=[CH:10][CH:9]=[C:8]([C:5]2[CH:4]=[CH:3][C:2]([Cl:1])=[CH:7][CH:6]=2)[N:13]=1)=[O:16])([C:20]1[N:24]=[C:23]([CH3:25])[O:22][N:21]=1)[CH3:26]. (7) Given the reactants [Cl:1][C:2]1[CH:7]=[CH:6][C:5]([C:8]2[O:9][C:10]3[CH:16]=[CH:15][C:14]([C:17](=[O:19])[CH3:18])=[CH:13][C:11]=3[N:12]=2)=[CH:4][CH:3]=1.[BH4-].[Na+], predict the reaction product. The product is: [Cl:1][C:2]1[CH:3]=[CH:4][C:5]([C:8]2[O:9][C:10]3[CH:16]=[CH:15][C:14]([CH:17]([OH:19])[CH3:18])=[CH:13][C:11]=3[N:12]=2)=[CH:6][CH:7]=1.